From a dataset of Peptide-MHC class I binding affinity with 185,985 pairs from IEDB/IMGT. Regression. Given a peptide amino acid sequence and an MHC pseudo amino acid sequence, predict their binding affinity value. This is MHC class I binding data. (1) The peptide sequence is TLYCVHQEI. The MHC is HLA-B08:01 with pseudo-sequence HLA-B08:01. The binding affinity (normalized) is 0.0847. (2) The peptide sequence is VSWTMKIL. The MHC is H-2-Kb with pseudo-sequence H-2-Kb. The binding affinity (normalized) is 0.499. (3) The peptide sequence is LMIFISSFLL. The MHC is HLA-B51:01 with pseudo-sequence HLA-B51:01. The binding affinity (normalized) is 0.318. (4) The peptide sequence is FSWFPHKEM. The MHC is H-2-Db with pseudo-sequence H-2-Db. The binding affinity (normalized) is 0.294. (5) The peptide sequence is VDINLIPLI. The MHC is HLA-A24:02 with pseudo-sequence HLA-A24:02. The binding affinity (normalized) is 0.261.